Dataset: Catalyst prediction with 721,799 reactions and 888 catalyst types from USPTO. Task: Predict which catalyst facilitates the given reaction. (1) Reactant: [C:1]1([S:7](Cl)(=[O:9])=[O:8])[CH:6]=[CH:5][CH:4]=[CH:3][CH:2]=1.[NH2:11][C:12]1[CH:13]=[C:14]([CH:18]2[CH2:27][C:26]([CH3:29])([CH3:28])[C:25]3[C:20](=[CH:21][CH:22]=[C:23]([C:30]#[N:31])[CH:24]=3)[NH:19]2)[CH:15]=[CH:16][CH:17]=1.N1C=CC=CC=1. Product: [C:30]([C:23]1[CH:24]=[C:25]2[C:20](=[CH:21][CH:22]=1)[NH:19][CH:18]([C:14]1[CH:13]=[C:12]([NH:11][S:7]([C:1]3[CH:6]=[CH:5][CH:4]=[CH:3][CH:2]=3)(=[O:9])=[O:8])[CH:17]=[CH:16][CH:15]=1)[CH2:27][C:26]2([CH3:29])[CH3:28])#[N:31]. The catalyst class is: 4. (2) Reactant: [NH2:1][C:2]1[CH:3]=[C:4]([N:8]2[C:12]3=[N:13][CH:14]=[N:15][C:16]([NH2:17])=[C:11]3[CH:10]=[N:9]2)[CH:5]=[CH:6][CH:7]=1.[Cl:18][C:19]1[CH:24]=[CH:23][C:22]([S:25](Cl)(=[O:27])=[O:26])=[CH:21][CH:20]=1.C(N(C(C)C)CC)(C)C.CN(C=O)C. Product: [NH2:17][C:16]1[N:15]=[CH:14][N:13]=[C:12]2[N:8]([C:4]3[CH:3]=[C:2]([NH:1][S:25]([C:22]4[CH:23]=[CH:24][C:19]([Cl:18])=[CH:20][CH:21]=4)(=[O:27])=[O:26])[CH:7]=[CH:6][CH:5]=3)[N:9]=[CH:10][C:11]=12. The catalyst class is: 5.